Predict which catalyst facilitates the given reaction. From a dataset of Catalyst prediction with 721,799 reactions and 888 catalyst types from USPTO. (1) Reactant: Br[C:2]1[CH:15]=[C:14]2[C:5]([O:6][CH2:7][CH2:8][N:9]3[C:13]2=[N:12][C:11]([C:16]2[N:20]([CH:21]([CH3:23])[CH3:22])[N:19]=[C:18]([CH3:24])[N:17]=2)=[CH:10]3)=[CH:4][C:3]=1[CH3:25].C([Sn](CCCC)(CCCC)[C:31]([O:33][CH2:34][CH3:35])=[CH2:32])CCC.[Li+].[Cl-].[F-].[K+]. Product: [CH2:34]([O:33][C:31]([C:2]1[CH:15]=[C:14]2[C:5]([O:6][CH2:7][CH2:8][N:9]3[C:13]2=[N:12][C:11]([C:16]2[N:20]([CH:21]([CH3:22])[CH3:23])[N:19]=[C:18]([CH3:24])[N:17]=2)=[CH:10]3)=[CH:4][C:3]=1[CH3:25])=[CH2:32])[CH3:35]. The catalyst class is: 176. (2) Product: [Cl:1][C:2]1[C:3]([C:32]2[C:40]3[C:35](=[CH:36][CH:37]=[CH:38][CH:39]=3)[NH:34][C:33]=2[CH3:50])=[N:4][C:5]([NH:8][C@@H:9]2[CH2:14][CH2:13][CH2:12][C@H:11]([NH:15][C:16]([C:18]3[CH:19]=[CH:20][C:21]([NH:24][C:25](=[O:31])[O:26][C:27]([CH3:30])([CH3:29])[CH3:28])=[CH:22][CH:23]=3)=[O:17])[CH2:10]2)=[N:6][CH:7]=1. The catalyst class is: 14. Reactant: [Cl:1][C:2]1[C:3]([C:32]2[C:40]3[C:35](=[CH:36][CH:37]=[CH:38][CH:39]=3)[N:34](S(C3C=CC=CC=3)(=O)=O)[C:33]=2[CH3:50])=[N:4][C:5]([NH:8][C@@H:9]2[CH2:14][CH2:13][CH2:12][C@H:11]([NH:15][C:16]([C:18]3[CH:23]=[CH:22][C:21]([NH:24][C:25](=[O:31])[O:26][C:27]([CH3:30])([CH3:29])[CH3:28])=[CH:20][CH:19]=3)=[O:17])[CH2:10]2)=[N:6][CH:7]=1.C([O-])([O-])=O.[K+].[K+].N1CCOCC1. (3) Reactant: [CH3:1][O:2][C:3](=[O:20])[CH2:4][NH:5][CH2:6][C:7]1[CH:16]=[CH:15][C:10]([C:11]([O:13][CH3:14])=[O:12])=[CH:9][C:8]=1[N+:17]([O-:19])=[O:18].[C:21](O[C:21]([O:23][C:24]([CH3:27])([CH3:26])[CH3:25])=[O:22])([O:23][C:24]([CH3:27])([CH3:26])[CH3:25])=[O:22]. Product: [C:24]([O:23][C:21]([N:5]([CH2:6][C:7]1[CH:16]=[CH:15][C:10]([C:11]([O:13][CH3:14])=[O:12])=[CH:9][C:8]=1[N+:17]([O-:19])=[O:18])[CH2:4][C:3]([O:2][CH3:1])=[O:20])=[O:22])([CH3:27])([CH3:26])[CH3:25]. The catalyst class is: 277. (4) Reactant: [C:1]([C:4]([C@@:6]([C:20](=[O:22])[CH3:21])([C@:8]([C:17](=[O:19])[CH3:18])([C@H:10]([CH2:15][OH:16])[O:11][C:12](=[O:14])[CH3:13])[OH:9])[OH:7])=[O:5])(=O)[CH3:2].C(=O)=O.CC(C)=O.[C:30]1([SH:36])C=CC=C[CH:31]=1.Cl[Sn](Cl)(Cl)Cl.C([O-])(O)=O.[Na+]. Product: [S:36]1[CH:30]=[CH:31][CH:2]=[C:1]1[C:4]([C@@:6]([C:20](=[O:22])[CH3:21])([C@:8]([C:17](=[O:19])[CH3:18])([C@H:10]([CH2:15][OH:16])[O:11][C:12](=[O:14])[CH3:13])[OH:9])[OH:7])=[O:5]. The catalyst class is: 2. (5) Reactant: [C:1]1([C@@H:7]2[CH2:9][C@H:8]2[C:10]([OH:12])=O)[CH:6]=[CH:5][CH:4]=[CH:3][CH:2]=1.[C:13]1([CH3:25])[CH:18]=[CH:17][CH:16]=[CH:15][C:14]=1[N:19]1[CH2:24][CH2:23][NH:22][CH2:21][CH2:20]1.CCN(CC)CC.C(P1(=O)OP(CCC)(=O)OP(CCC)(=O)O1)CC. Product: [C:1]1([CH:7]2[CH2:9][CH:8]2[C:10]([N:22]2[CH2:23][CH2:24][N:19]([C:14]3[CH:15]=[CH:16][CH:17]=[CH:18][C:13]=3[CH3:25])[CH2:20][CH2:21]2)=[O:12])[CH:2]=[CH:3][CH:4]=[CH:5][CH:6]=1. The catalyst class is: 91. (6) Reactant: [Br:1][CH:2]([C:7]([CH:9]1[CH2:11][CH2:10]1)=O)[C:3]([O:5][CH3:6])=[O:4].[NH2:12][C:13]([NH2:15])=[S:14]. Product: [BrH:1].[NH2:15][C:13]1[S:14][C:2]([C:3]([O:5][CH3:6])=[O:4])=[C:7]([CH:9]2[CH2:11][CH2:10]2)[N:12]=1. The catalyst class is: 8. (7) Reactant: [I:1][C:2]1[CH:7]=[CH:6][C:5]([S:8](Cl)(=[O:10])=[O:9])=[CH:4][CH:3]=1.[NH2:12][CH2:13][CH2:14][CH2:15][N:16]1[CH2:21][CH2:20][O:19][CH2:18][CH2:17]1.C(N(CC)CC)C.O. Product: [O:19]1[CH2:20][CH2:21][N:16]([CH2:15][CH2:14][CH2:13][NH:12][S:8]([C:5]2[CH:6]=[CH:7][C:2]([I:1])=[CH:3][CH:4]=2)(=[O:10])=[O:9])[CH2:17][CH2:18]1. The catalyst class is: 2. (8) Reactant: [N+:1]([C:4]1[C:12]2[N:11]([CH2:13][C:14](OC)=[O:15])[C:10](=[O:18])[N:9]([CH2:19][C:20]([O:22][CH3:23])=[O:21])[C:8]=2[CH:7]=[CH:6][CH:5]=1)([O-])=O.O.C1(C)C=CC(S(O)(=O)=O)=CC=1. Product: [O:18]=[C:10]1[N:11]2[CH2:13][C:14](=[O:15])[NH:1][C:4]3[CH:5]=[CH:6][CH:7]=[C:8]([C:12]=32)[N:9]1[CH2:19][C:20]([O:22][CH3:23])=[O:21]. The catalyst class is: 19.